Dataset: Reaction yield outcomes from USPTO patents with 853,638 reactions. Task: Predict the reaction yield, written as a fraction of the theoretical maximum amount of product (1.0 means a 100% yield; for example, 0.34 means a 34% yield). (1) The reactants are [Br:1][C:2]1[C:10]2[C:5](=[CH:6][CH:7]=[C:8]([C:11]#[N:12])[CH:9]=2)[N:4]([CH:13]2[CH2:18][CH2:17][CH2:16][CH2:15][O:14]2)[N:3]=1.[OH:19]O.[OH-].[Na+].Cl. The catalyst is C(O)C.O. The product is [Br:1][C:2]1[C:10]2[C:5](=[CH:6][CH:7]=[C:8]([C:11]([NH2:12])=[O:19])[CH:9]=2)[N:4]([CH:13]2[CH2:18][CH2:17][CH2:16][CH2:15][O:14]2)[N:3]=1. The yield is 0.970. (2) The reactants are [C:1]([O:5][C:6]([N:8]1[CH2:13][CH2:12][CH2:11][CH:10]([C:14]2[CH:23]=[C:22]([C:24]3[CH:29]=[CH:28][CH:27]=[CH:26][C:25]=3[OH:30])[N:21]=[C:20]3[C:15]=2[CH:16]=[C:17]([C:32]([O:34][CH2:35][CH3:36])=[O:33])[C:18](=[O:31])[NH:19]3)[CH2:9]1)=[O:7])([CH3:4])([CH3:3])[CH3:2].[Li+].[BH4-]. The catalyst is C1COCC1. The product is [C:1]([O:5][C:6]([N:8]1[CH2:13][CH2:12][CH2:11][CH:10]([C:14]2[CH:23]=[C:22]([C:24]3[CH:29]=[CH:28][CH:27]=[CH:26][C:25]=3[OH:30])[N:21]=[C:20]3[C:15]=2[CH2:16][CH:17]([C:32]([O:34][CH2:35][CH3:36])=[O:33])[C:18](=[O:31])[NH:19]3)[CH2:9]1)=[O:7])([CH3:4])([CH3:3])[CH3:2]. The yield is 0.540. (3) The reactants are [C-]#N.[Na+].C1N2CC[N:6](CC2)[CH2:5]1.[Br:12][C:13]1[CH:14]=[N:15][C:16](Cl)=[N:17][CH:18]=1. The catalyst is CS(C)=O.O. The product is [Br:12][C:13]1[CH:14]=[N:15][C:16]([C:5]#[N:6])=[N:17][CH:18]=1. The yield is 1.00.